This data is from NCI-60 drug combinations with 297,098 pairs across 59 cell lines. The task is: Regression. Given two drug SMILES strings and cell line genomic features, predict the synergy score measuring deviation from expected non-interaction effect. (1) Drug 1: C1C(C(OC1N2C=C(C(=O)NC2=O)F)CO)O. Drug 2: COC1=C2C(=CC3=C1OC=C3)C=CC(=O)O2. Cell line: SN12C. Synergy scores: CSS=9.34, Synergy_ZIP=-3.41, Synergy_Bliss=-1.68, Synergy_Loewe=-12.8, Synergy_HSA=-2.99. (2) Drug 1: CC1OCC2C(O1)C(C(C(O2)OC3C4COC(=O)C4C(C5=CC6=C(C=C35)OCO6)C7=CC(=C(C(=C7)OC)O)OC)O)O. Drug 2: C1CC(=O)NC(=O)C1N2C(=O)C3=CC=CC=C3C2=O. Cell line: KM12. Synergy scores: CSS=22.1, Synergy_ZIP=9.38, Synergy_Bliss=10.7, Synergy_Loewe=-2.05, Synergy_HSA=3.65. (3) Synergy scores: CSS=33.5, Synergy_ZIP=-8.06, Synergy_Bliss=3.11, Synergy_Loewe=-34.7, Synergy_HSA=1.02. Drug 2: COC1=C2C(=CC3=C1OC=C3)C=CC(=O)O2. Drug 1: CCC1=CC2CC(C3=C(CN(C2)C1)C4=CC=CC=C4N3)(C5=C(C=C6C(=C5)C78CCN9C7C(C=CC9)(C(C(C8N6C)(C(=O)OC)O)OC(=O)C)CC)OC)C(=O)OC.C(C(C(=O)O)O)(C(=O)O)O. Cell line: HOP-92. (4) Drug 1: C1CCC(CC1)NC(=O)N(CCCl)N=O. Drug 2: C1CN(CCN1C(=O)CCBr)C(=O)CCBr. Cell line: EKVX. Synergy scores: CSS=12.9, Synergy_ZIP=-4.20, Synergy_Bliss=0.0922, Synergy_Loewe=-2.47, Synergy_HSA=-0.114. (5) Drug 1: C1=C(C(=O)NC(=O)N1)N(CCCl)CCCl. Drug 2: CC1C(C(CC(O1)OC2CC(CC3=C2C(=C4C(=C3O)C(=O)C5=C(C4=O)C(=CC=C5)OC)O)(C(=O)CO)O)N)O.Cl. Cell line: HT29. Synergy scores: CSS=43.9, Synergy_ZIP=-3.69, Synergy_Bliss=-0.822, Synergy_Loewe=-1.11, Synergy_HSA=3.84. (6) Drug 1: CC1=C(C=C(C=C1)NC2=NC=CC(=N2)N(C)C3=CC4=NN(C(=C4C=C3)C)C)S(=O)(=O)N.Cl. Drug 2: CC1=C2C(C(=O)C3(C(CC4C(C3C(C(C2(C)C)(CC1OC(=O)C(C(C5=CC=CC=C5)NC(=O)OC(C)(C)C)O)O)OC(=O)C6=CC=CC=C6)(CO4)OC(=O)C)OC)C)OC. Cell line: HCT-15. Synergy scores: CSS=67.3, Synergy_ZIP=17.5, Synergy_Bliss=16.5, Synergy_Loewe=-48.5, Synergy_HSA=15.3.